This data is from Full USPTO retrosynthesis dataset with 1.9M reactions from patents (1976-2016). The task is: Predict the reactants needed to synthesize the given product. (1) The reactants are: [H-].[Na+].FC(F)CO.C([NH:12][S:13]([C:16]1[C:21]([I:22])=[CH:20][CH:19]=[CH:18][C:17]=1[F:23])(=[O:15])=[O:14])(C)(C)C.FC(F)(F)C(O)=O. Given the product [F:23][C:17]1[CH:18]=[CH:19][CH:20]=[C:21]([I:22])[C:16]=1[S:13]([NH2:12])(=[O:14])=[O:15], predict the reactants needed to synthesize it. (2) Given the product [CH3:19][CH:20]([CH3:36])[C:21]([NH:23][C:24]1[CH:29]=[CH:28][CH:27]=[C:26]([CH:30]2[CH2:35][CH2:34][N:33]([CH2:15][C:13]3[O:14][C:10]([C:5]4[CH:6]=[CH:7][CH:8]=[CH:9][C:4]=4[O:3][C:2]([F:1])([F:17])[F:18])=[CH:11][CH:12]=3)[CH2:32][CH2:31]2)[CH:25]=1)=[O:22], predict the reactants needed to synthesize it. The reactants are: [F:1][C:2]([F:18])([F:17])[O:3][C:4]1[CH:9]=[CH:8][CH:7]=[CH:6][C:5]=1[C:10]1[O:14][C:13]([CH:15]=O)=[CH:12][CH:11]=1.[CH3:19][CH:20]([CH3:36])[C:21]([NH:23][C:24]1[CH:29]=[CH:28][CH:27]=[C:26]([CH:30]2[CH2:35][CH2:34][NH:33][CH2:32][CH2:31]2)[CH:25]=1)=[O:22]. (3) The reactants are: [Li+].[OH-].[C:3]1([C:12]([O:14]CC)=[O:13])[C:8]2[CH2:9][CH2:10][CH2:11][C:7]=2[CH:6]=[CH:5][N:4]=1. Given the product [C:3]1([C:12]([OH:14])=[O:13])[C:8]2[CH2:9][CH2:10][CH2:11][C:7]=2[CH:6]=[CH:5][N:4]=1, predict the reactants needed to synthesize it. (4) Given the product [CH2:29]([NH:36][C:37](=[O:38])[NH:1][C:2]1[CH:7]=[C:6]([CH2:8][NH:9][C:10]2[CH:28]=[CH:27][CH:26]=[CH:25][C:11]=2[C:12]([NH:14][C:15]2[CH:20]=[CH:19][CH:18]=[C:17]([C:21]([F:22])([F:24])[F:23])[CH:16]=2)=[O:13])[CH:5]=[CH:4][N:3]=1)[C:30]1[CH:35]=[CH:34][CH:33]=[CH:32][CH:31]=1, predict the reactants needed to synthesize it. The reactants are: [NH2:1][C:2]1[CH:7]=[C:6]([CH2:8][NH:9][C:10]2[CH:28]=[CH:27][CH:26]=[CH:25][C:11]=2[C:12]([NH:14][C:15]2[CH:20]=[CH:19][CH:18]=[C:17]([C:21]([F:24])([F:23])[F:22])[CH:16]=2)=[O:13])[CH:5]=[CH:4][N:3]=1.[CH2:29]([N:36]=[C:37]=[O:38])[C:30]1[CH:35]=[CH:34][CH:33]=[CH:32][CH:31]=1. (5) Given the product [Br:1][C:2]1[CH:3]=[C:4]([NH:10][C:18]2[CH:23]=[CH:22][C:21]([CH2:24][NH:25][CH2:26][CH2:27][O:28][CH3:29])=[CH:20][N:19]=2)[C:5](=[O:9])[N:6]([CH3:8])[CH:7]=1, predict the reactants needed to synthesize it. The reactants are: [Br:1][C:2]1[CH:3]=[C:4]([N:10]([C:18]2[CH:23]=[CH:22][C:21]([CH2:24][NH:25][CH2:26][CH2:27][O:28][CH3:29])=[CH:20][N:19]=2)C(=O)OC(C)(C)C)[C:5](=[O:9])[N:6]([CH3:8])[CH:7]=1.C(O)(C(F)(F)F)=O. (6) Given the product [F:6][C:7]1[CH:8]=[C:9]([CH:13]=[C:14]2[CH2:19][CH2:18][CH2:17][N:16]([C:1](=[O:3])[CH3:2])[CH2:15]2)[CH:10]=[CH:11][CH:12]=1, predict the reactants needed to synthesize it. The reactants are: [C:1](Cl)(=[O:3])[CH3:2].Cl.[F:6][C:7]1[CH:8]=[C:9]([CH:13]=[C:14]2[CH2:19][CH2:18][CH2:17][NH:16][CH2:15]2)[CH:10]=[CH:11][CH:12]=1.C(N(C(C)C)CC)(C)C. (7) Given the product [O:3]1[CH2:8][CH2:7][N:6]([CH2:9][CH2:10][O:11]/[N:12]=[C:19](/[C@@H:21]2[C@:25]3([CH3:40])[C@H:24]([C@H:29]4[C@H:28]([CH2:27][CH2:26]3)[C@:33]3([CH3:39])[C:32]([CH2:37][C@@H:36]([OH:38])[CH2:35][CH2:34]3)=[CH:31][CH2:30]4)[CH2:23][CH2:22]2)\[CH3:18])[CH2:5][CH2:4]1, predict the reactants needed to synthesize it. The reactants are: Cl.Cl.[O:3]1[CH2:8][CH2:7][N:6]([CH2:9][CH2:10][O:11][NH2:12])[CH2:5][CH2:4]1.C([O-])(=O)C.[Na+].[CH3:18][C:19]([C@@H:21]1[C@@:25]2([CH3:40])[CH2:26][CH2:27][C@@H:28]3[C@@:33]4([CH3:39])[CH2:34][CH2:35][C@H:36]([OH:38])[CH2:37][C:32]4=[CH:31][CH2:30][C@H:29]3[C@@H:24]2[CH2:23][CH2:22]1)=O.CO.